This data is from Full USPTO retrosynthesis dataset with 1.9M reactions from patents (1976-2016). The task is: Predict the reactants needed to synthesize the given product. (1) Given the product [Cl:30][C:31]1[CH:32]=[C:33]([CH:36]=[CH:37][C:38]=1[O:39][C:2]1[CH:7]=[C:6]([NH:8][CH:16]2[CH2:18][CH2:17]2)[N:5]2[N:19]=[CH:20][C:21](/[CH:22]=[C:23]3\[NH:24][C:25](=[O:29])[NH:26][C:27]\3=[O:28])=[C:4]2[N:3]=1)[C:34]#[N:35], predict the reactants needed to synthesize it. The reactants are: Cl[C:2]1[CH:7]=[C:6]([N:8]([CH:16]2[CH2:18][CH2:17]2)C(=O)OC(C)(C)C)[N:5]2[N:19]=[CH:20][C:21](/[CH:22]=[C:23]3\[NH:24][C:25](=[O:29])[NH:26][C:27]\3=[O:28])=[C:4]2[N:3]=1.[Cl:30][C:31]1[CH:32]=[C:33]([CH:36]=[CH:37][C:38]=1[OH:39])[C:34]#[N:35].C([O-])([O-])=O.[K+].[K+].O. (2) Given the product [CH2:1]([C:8]1[C:17]2[C:12](=[CH:13][CH:14]=[CH:15][CH:16]=2)[C:11]([Cl:21])=[N:10][CH:9]=1)[C:2]1[CH:7]=[CH:6][CH:5]=[CH:4][CH:3]=1, predict the reactants needed to synthesize it. The reactants are: [CH2:1]([C:8]1[C:17]2[C:12](=[CH:13][CH:14]=[CH:15][CH:16]=2)[CH2:11][N:10](O)[CH:9]=1)[C:2]1[CH:7]=[CH:6][CH:5]=[CH:4][CH:3]=1.P(Cl)(Cl)([Cl:21])=O. (3) The reactants are: [H-].[Na+].[C:3]([O:7][CH3:8])(=[O:6])[CH2:4][SH:5].[H][H].[CH2:11]([O:13][C:14](=[O:22])[C:15]1[CH:20]=[CH:19][CH:18]=[N:17][C:16]=1Cl)[CH3:12]. Given the product [CH2:11]([O:13][C:14](=[O:22])[C:15]1[CH:20]=[CH:19][CH:18]=[N:17][C:16]=1[S:5][CH2:4][C:3]([O:7][CH3:8])=[O:6])[CH3:12], predict the reactants needed to synthesize it.